This data is from Merck oncology drug combination screen with 23,052 pairs across 39 cell lines. The task is: Regression. Given two drug SMILES strings and cell line genomic features, predict the synergy score measuring deviation from expected non-interaction effect. (1) Drug 1: CCC1(O)CC2CN(CCc3c([nH]c4ccccc34)C(C(=O)OC)(c3cc4c(cc3OC)N(C)C3C(O)(C(=O)OC)C(OC(C)=O)C5(CC)C=CCN6CCC43C65)C2)C1. Drug 2: COC1CC2CCC(C)C(O)(O2)C(=O)C(=O)N2CCCCC2C(=O)OC(C(C)CC2CCC(OP(C)(C)=O)C(OC)C2)CC(=O)C(C)C=C(C)C(O)C(OC)C(=O)C(C)CC(C)C=CC=CC=C1C. Cell line: RPMI7951. Synergy scores: synergy=20.1. (2) Drug 1: CN(C)C(=N)N=C(N)N. Drug 2: CNC(=O)c1cc(Oc2ccc(NC(=O)Nc3ccc(Cl)c(C(F)(F)F)c3)cc2)ccn1. Cell line: NCIH2122. Synergy scores: synergy=7.19.